Dataset: NCI-60 drug combinations with 297,098 pairs across 59 cell lines. Task: Regression. Given two drug SMILES strings and cell line genomic features, predict the synergy score measuring deviation from expected non-interaction effect. Drug 1: CC1C(C(CC(O1)OC2CC(CC3=C2C(=C4C(=C3O)C(=O)C5=C(C4=O)C(=CC=C5)OC)O)(C(=O)C)O)N)O.Cl. Drug 2: CC(C)(C#N)C1=CC(=CC(=C1)CN2C=NC=N2)C(C)(C)C#N. Cell line: NCI-H226. Synergy scores: CSS=-0.923, Synergy_ZIP=-4.62, Synergy_Bliss=-3.33, Synergy_Loewe=-3.77, Synergy_HSA=-3.76.